This data is from Catalyst prediction with 721,799 reactions and 888 catalyst types from USPTO. The task is: Predict which catalyst facilitates the given reaction. (1) Reactant: [CH3:1][N:2]([CH2:11][C:12]1[CH:17]=[CH:16][N:15]=[CH:14][CH:13]=1)[C:3]1[N:8]=[CH:7][C:6]([C:9]#[N:10])=[CH:5][N:4]=1.Cl.[NH2:19][OH:20].C(N(CC)CC)C. Product: [OH:20][N:19]=[C:9]([C:6]1[CH:7]=[N:8][C:3]([N:2]([CH3:1])[CH2:11][C:12]2[CH:17]=[CH:16][N:15]=[CH:14][CH:13]=2)=[N:4][CH:5]=1)[NH2:10]. The catalyst class is: 8. (2) Product: [C:32]([C:31]1[N:30]=[CH:29][N:9]2[C:8]=1[C@@H:7]([CH2:34][CH3:35])[N:6]([CH:1]([CH3:2])[CH3:5])[C:15]1[N:14]=[C:13]([NH:16][C:17]3[CH:18]=[CH:19][C:20]([C:21]([NH:36][CH:37]4[CH2:38][N:39]([CH:41]5[CH2:42][CH2:43][NH:44][CH2:45][CH2:46]5)[CH2:40]4)=[O:22])=[CH:24][C:25]=3[O:26][CH3:27])[N:12]=[CH:11][C:10]2=1)#[N:33]. The catalyst class is: 6. Reactant: [CH:1]1([N:6]2[C:15]3[N:14]=[C:13]([NH:16][C:17]4[C:25]([O:26][CH3:27])=[CH:24][C:20]([C:21](O)=[O:22])=[C:19](F)[CH:18]=4)[N:12]=[CH:11][C:10]=3[N:9]3[CH:29]=[N:30][C:31]([C:32]#[N:33])=[C:8]3[C@H:7]2[CH2:34][CH3:35])[CH2:5]CC[CH2:2]1.[NH2:36][CH:37]1[CH2:40][N:39]([CH:41]2[CH2:46][CH2:45][N:44](C(OC(C)(C)C)=O)[CH2:43][CH2:42]2)[CH2:38]1.